Dataset: Full USPTO retrosynthesis dataset with 1.9M reactions from patents (1976-2016). Task: Predict the reactants needed to synthesize the given product. (1) The reactants are: [CH3:1][O:2][C:3]1[CH:8]=[CH:7][C:6]([C@H:9]([N:11]2[C:15](=[O:16])[CH2:14][C@@H:13]([CH:17]=[O:18])[CH2:12]2)[CH3:10])=[CH:5][CH:4]=1.[F-].C([N+](CCCC)(CCCC)CCCC)CCC.C[Si](C)(C)[C:39]([F:42])([F:41])[F:40]. Given the product [CH3:1][O:2][C:3]1[CH:8]=[CH:7][C:6]([C@H:9]([N:11]2[CH2:12][C@H:13]([CH:17]([OH:18])[C:39]([F:42])([F:41])[F:40])[CH2:14][C:15]2=[O:16])[CH3:10])=[CH:5][CH:4]=1, predict the reactants needed to synthesize it. (2) The reactants are: FC(F)(F)C([NH:5][C:6]1[C:11]([CH3:12])=[CH:10][C:9]([C:13]2[CH:18]=[CH:17][C:16]([C:19]([CH3:22])([CH3:21])[CH3:20])=[CH:15][CH:14]=2)=[CH:8][C:7]=1[CH3:23])=O.Cl. Given the product [C:19]([C:16]1[CH:15]=[CH:14][C:13]([C:9]2[CH:8]=[C:7]([CH3:23])[C:6]([NH2:5])=[C:11]([CH3:12])[CH:10]=2)=[CH:18][CH:17]=1)([CH3:22])([CH3:21])[CH3:20], predict the reactants needed to synthesize it. (3) Given the product [Cl:17][C:9]1[CH:8]=[C:7]([CH:12]=[C:11]([O:13][CH:14]([F:15])[F:16])[CH:10]=1)[CH:4]([CH2:5][OH:6])[C:3]([OH:18])=[O:2], predict the reactants needed to synthesize it. The reactants are: C[O:2][C:3](=[O:18])[CH:4]([C:7]1[CH:12]=[C:11]([O:13][CH:14]([F:16])[F:15])[CH:10]=[C:9]([Cl:17])[CH:8]=1)[CH:5]=[O:6].CO.[BH4-].[Na+]. (4) Given the product [CH3:16][CH:17]([O:21][C:7]1[C:6]([F:11])([F:12])[C:5]([F:13])([F:14])[C:4]([F:3])([F:15])[C:8]=1[F:9])[CH2:18][CH:19]=[CH2:20], predict the reactants needed to synthesize it. The reactants are: [OH-].[K+].[F:3][C:4]1([F:15])[C:8]([F:9])=[C:7](F)[C:6]([F:12])([F:11])[C:5]1([F:14])[F:13].[CH3:16][CH:17]([OH:21])[CH2:18][CH:19]=[CH2:20].Cl. (5) Given the product [Cl:27][C:23]1[C:24]([F:26])=[CH:25][C:20]([F:19])=[C:21]([S:28]([N:12]([CH2:11][C:4]2[CH:5]=[CH:6][C:7]([O:9][CH3:10])=[CH:8][C:3]=2[O:2][CH3:1])[C:13]2[N:14]=[N:15][CH:16]=[CH:17][CH:18]=2)(=[O:30])=[O:29])[CH:22]=1, predict the reactants needed to synthesize it. The reactants are: [CH3:1][O:2][C:3]1[CH:8]=[C:7]([O:9][CH3:10])[CH:6]=[CH:5][C:4]=1[CH2:11][NH:12][C:13]1[N:14]=[N:15][CH:16]=[CH:17][CH:18]=1.[F:19][C:20]1[CH:25]=[C:24]([F:26])[C:23]([Cl:27])=[CH:22][C:21]=1[S:28](Cl)(=[O:30])=[O:29]. (6) Given the product [Cl:1][C:2]1[N:3]=[C:4]([N:13]2[CH2:18][CH2:17][O:16][CH2:15][CH2:14]2)[C:5]2[S:10][C:9]([CH2:11][N:19]3[CH2:24][CH2:23][CH2:22][CH2:21][CH2:20]3)=[CH:8][C:6]=2[N:7]=1, predict the reactants needed to synthesize it. The reactants are: [Cl:1][C:2]1[N:3]=[C:4]([N:13]2[CH2:18][CH2:17][O:16][CH2:15][CH2:14]2)[C:5]2[S:10][C:9]([CH:11]=O)=[CH:8][C:6]=2[N:7]=1.[NH:19]1[CH2:24][CH2:23][CH2:22][CH2:21][CH2:20]1. (7) Given the product [OH:50][C:47]1[CH:46]=[CH:45][C:44]([CH3:43])=[C:49]([C:2]2[C:11]3[C:6](=[CH:7][C:8]([S:12]([NH:15][C:16]4[CH:21]=[CH:20][N:19]=[CH:18][N:17]=4)(=[O:14])=[O:13])=[CH:9][CH:10]=3)[CH:5]=[CH:4][N:3]=2)[CH:48]=1, predict the reactants needed to synthesize it. The reactants are: Cl[C:2]1[C:11]2[C:6](=[CH:7][C:8]([S:12]([NH:15][C:16]3[CH:21]=[CH:20][N:19]=[CH:18][N:17]=3)(=[O:14])=[O:13])=[CH:9][CH:10]=2)[CH:5]=[CH:4][N:3]=1.ClC1C2C(=CC(S(N([CH2:43][C:44]3[CH:49]=[CH:48][C:47]([O:50]C)=[CH:46][CH:45]=3)C3C=CN=CN=3)(=O)=O)=CC=2)C=CN=1. (8) Given the product [CH2:1]([O:4][C:5](=[O:24])[NH:6][C:7]1[CH:12]=[CH:11][CH:10]=[C:9]([C:13]2[N:40]=[C:39]([N:33]3[CH2:38][CH2:37][O:36][CH2:35][CH2:34]3)[S:41][C:14]=2[C:15]2[CH:20]=[CH:19][N:18]=[C:17]([Cl:21])[N:16]=2)[C:8]=1[F:23])[CH:2]=[CH2:3], predict the reactants needed to synthesize it. The reactants are: [CH2:1]([O:4][C:5](=[O:24])[NH:6][C:7]1[CH:12]=[CH:11][CH:10]=[C:9]([C:13](=O)[CH2:14][C:15]2[CH:20]=[CH:19][N:18]=[C:17]([Cl:21])[N:16]=2)[C:8]=1[F:23])[CH:2]=[CH2:3].C1C(=O)N(Br)C(=O)C1.[N:33]1([C:39](=[S:41])[NH2:40])[CH2:38][CH2:37][O:36][CH2:35][CH2:34]1.O. (9) Given the product [CH:1]([C:5]1[CH:24]=[CH:23][CH:22]=[CH:21][C:6]=1[O:7][CH:8]1[CH2:9][CH2:10][NH:11][CH2:12][CH2:13]1)([CH2:3][CH3:4])[CH3:2], predict the reactants needed to synthesize it. The reactants are: [CH:1]([C:5]1[CH:24]=[CH:23][CH:22]=[CH:21][C:6]=1[O:7][CH:8]1[CH2:13][CH2:12][N:11](C(OC(C)(C)C)=O)[CH2:10][CH2:9]1)([CH2:3][CH3:4])[CH3:2].C(O)(C(F)(F)F)=O. (10) The reactants are: O=[CH:2][C@H:3]([C@@H:5]([C@@H:7]([CH2:9]O)[OH:8])[OH:6])O.O=[CH:12][C@@H:13]([C@H:15]([C@H:17]([C@@H:19]([CH2:21][OH:22])O)O)O)O.O=[CH:24][C@@H:25]([C@H:27]([C@@H:29]([C@@H:31]([C:33](O)=O)O)O)O)O. Given the product [C:7]([O:22][CH2:21][CH2:19][CH2:17][CH2:15][CH2:13][CH2:12][CH2:24][CH2:25][CH2:27][CH2:29][CH2:31][CH2:33][CH2:24][CH2:25][CH2:27][CH2:29][CH2:31][CH2:33][CH2:24][CH2:25][CH2:27][CH2:29][CH2:31][CH2:33][CH2:24][CH2:25][CH2:27][CH2:29][CH2:31][CH3:33])(=[O:8])/[CH:5]=[CH:3]/[C:2]1[CH:2]=[CH:3][C:5]([OH:6])=[C:7]([OH:8])[CH:9]=1, predict the reactants needed to synthesize it.